This data is from Reaction yield outcomes from USPTO patents with 853,638 reactions. The task is: Predict the reaction yield, written as a fraction of the theoretical maximum amount of product (1.0 means a 100% yield; for example, 0.34 means a 34% yield). (1) The reactants are [ClH:1].CO[N:4]=[CH:5][C:6]1[C:10]([C:11]2[CH:16]=[CH:15][N:14]=[CH:13][CH:12]=2)=[C:9]([C:17]2[CH:22]=[CH:21][C:20]([F:23])=[CH:19][CH:18]=2)[NH:8][CH:7]=1.C(OCC)C. The product is [ClH:1].[ClH:1].[NH2:4][CH2:5][C:6]1[C:10]([C:11]2[CH:12]=[CH:13][N:14]=[CH:15][CH:16]=2)=[C:9]([C:17]2[CH:18]=[CH:19][C:20]([F:23])=[CH:21][CH:22]=2)[NH:8][CH:7]=1. The yield is 0.680. The catalyst is [Pd].CO. (2) The reactants are [NH:1]1[CH2:5][CH2:4][CH2:3][CH2:2]1.Cl[C:7]1[N:12]2[N:13]=[C:14]([CH3:16])[CH:15]=[C:11]2[N:10]=[C:9]([NH:17][C:18](=[O:30])[C:19]2[CH:24]=[CH:23][C:22]([C:25]([CH3:29])([CH3:28])[CH2:26][OH:27])=[CH:21][CH:20]=2)[CH:8]=1. The catalyst is CO. The product is [OH:27][CH2:26][C:25]([C:22]1[CH:21]=[CH:20][C:19]([C:18]([NH:17][C:9]2[CH:8]=[C:7]([N:1]3[CH2:5][CH2:4][CH2:3][CH2:2]3)[N:12]3[N:13]=[C:14]([CH3:16])[CH:15]=[C:11]3[N:10]=2)=[O:30])=[CH:24][CH:23]=1)([CH3:29])[CH3:28]. The yield is 0.760. (3) The reactants are CS[C:3]1[N:11]([CH2:12][CH2:13][CH2:14][CH2:15][CH3:16])[C:10]2[N:9]=[CH:8][NH:7][C:6]=2[C:5](=[O:17])[N:4]=1.[OH-].[NH3:19]. No catalyst specified. The product is [NH2:19][C:3]1[N:11]([CH2:12][CH2:13][CH2:14][CH2:15][CH3:16])[C:10]2[N:9]=[CH:8][NH:7][C:6]=2[C:5](=[O:17])[N:4]=1. The yield is 0.680. (4) The reactants are ClC(Cl)(Cl)C([C:5]1[CH:10]=[CH:9][C:8]([C:11]2[O:12][C:13]([CH2:16][CH3:17])=[N:14][N:15]=2)=[CH:7][CH:6]=1)O.[OH-:20].[Na+].[O:22]1[CH2:27][CH2:26][O:25][CH2:24]C1. The catalyst is CO. The product is [CH2:16]([C:13]1[O:12][C:11]([C:8]2[CH:7]=[CH:6][C:5]([CH:26]([O:25][CH3:24])[C:27]([OH:22])=[O:20])=[CH:10][CH:9]=2)=[N:15][N:14]=1)[CH3:17]. The yield is 0.730.